From a dataset of Peptide-MHC class II binding affinity with 134,281 pairs from IEDB. Regression. Given a peptide amino acid sequence and an MHC pseudo amino acid sequence, predict their binding affinity value. This is MHC class II binding data. (1) The peptide sequence is AFILDGENLFPKV. The MHC is HLA-DQA10501-DQB10201 with pseudo-sequence HLA-DQA10501-DQB10201. The binding affinity (normalized) is 0.666. (2) The peptide sequence is INEPTAAAEAYGLDR. The MHC is HLA-DQA10102-DQB10602 with pseudo-sequence HLA-DQA10102-DQB10602. The binding affinity (normalized) is 0.697. (3) The peptide sequence is VSSDQSALSEFIKFA. The MHC is HLA-DQA10501-DQB10302 with pseudo-sequence HLA-DQA10501-DQB10302. The binding affinity (normalized) is 0.322. (4) The peptide sequence is NLALSIKYNKEGDSM. The MHC is HLA-DQA10501-DQB10301 with pseudo-sequence HLA-DQA10501-DQB10301. The binding affinity (normalized) is 0.196. (5) The peptide sequence is KLSDLIIADTSTAQE. The MHC is HLA-DQA10102-DQB10602 with pseudo-sequence HLA-DQA10102-DQB10602. The binding affinity (normalized) is 0.170. (6) The peptide sequence is GELQIVDIIDAAFKI. The MHC is DRB1_0401 with pseudo-sequence DRB1_0401. The binding affinity (normalized) is 0.568. (7) The peptide sequence is YDKFFANVSTVLTGK. The MHC is DRB1_0701 with pseudo-sequence DRB1_0701. The binding affinity (normalized) is 0.794.